From a dataset of Full USPTO retrosynthesis dataset with 1.9M reactions from patents (1976-2016). Predict the reactants needed to synthesize the given product. Given the product [CH3:7][O:8][C:9]1[CH:20]=[CH:19][C:12]([CH2:13][N:14]2[C@H:15]([CH3:18])[CH2:16][O:17][CH:2]([C:6]3[CH:27]=[CH:26][CH:37]=[CH:36][CH:35]=3)[C:3]2=[O:4])=[CH:11][CH:10]=1, predict the reactants needed to synthesize it. The reactants are: Cl[CH:2]([CH3:6])[C:3](Cl)=[O:4].[CH3:7][O:8][C:9]1[CH:20]=[CH:19][C:12]([CH2:13][NH:14][C@H:15]([CH3:18])[CH2:16][OH:17])=[CH:11][CH:10]=1.C(N([CH2:26][CH3:27])CC)C.C[O-].[Na+].CO.Cl.O1C[CH2:37][CH2:36][CH2:35]1.